This data is from Forward reaction prediction with 1.9M reactions from USPTO patents (1976-2016). The task is: Predict the product of the given reaction. (1) Given the reactants Cl.[NH2:2][CH2:3][CH2:4][C:5]1[CH:12]=[CH:11][C:9]([OH:10])=[C:7]([OH:8])[CH:6]=1.CCN([CH:19]([CH3:21])[CH3:20])C(C)C.[C:22]([O-:25])(O)=O.[Na+].S([O-])([O-])=O.[Na+].[Na+], predict the reaction product. The product is: [C:22]([NH:2][CH2:3][CH2:4][C:5]1[CH:12]=[CH:11][C:9]([OH:10])=[C:7]([OH:8])[CH:6]=1)(=[O:25])[CH2:3][CH2:4][CH2:5][CH2:6][CH2:21][CH2:19][CH3:20]. (2) The product is: [OH:7][CH:8]([C:10]1[CH:11]=[CH:12][C:13]([C:16]2[N:20]=[C:19]([C:21]3[O:25][N:24]=[C:23]([C:26]4[CH:31]=[CH:30][CH:29]=[CH:28][CH:27]=4)[C:22]=3[C:32]([F:34])([F:33])[F:35])[O:18][N:17]=2)=[CH:14][CH:15]=1)[CH2:9][N:17]1[CH2:16][CH2:13][CH2:12][C:37]([CH3:38])([C:1]([OH:2])=[O:4])[CH2:36]1. Given the reactants [C:1](=[O:4])([O-])[O-:2].[Cs+].[Cs+].[O:7]1[CH2:9][CH:8]1[C:10]1[CH:15]=[CH:14][C:13]([C:16]2[N:20]=[C:19]([C:21]3[O:25][N:24]=[C:23]([C:26]4[CH:31]=[CH:30][CH:29]=[CH:28][CH:27]=4)[C:22]=3[C:32]([F:35])([F:34])[F:33])[O:18][N:17]=2)=[CH:12][CH:11]=1.[CH3:36][CH:37](O)[CH3:38], predict the reaction product.